This data is from Reaction yield outcomes from USPTO patents with 853,638 reactions. The task is: Predict the reaction yield, written as a fraction of the theoretical maximum amount of product (1.0 means a 100% yield; for example, 0.34 means a 34% yield). (1) The reactants are [Cl:1][C:2]1[N:3]=[C:4](Cl)[C:5]2[CH2:10][CH2:9][CH:8]([C:11]3[CH:16]=[CH:15][C:14]([O:17][C:18]([F:21])([F:20])[F:19])=[CH:13][CH:12]=3)[C:6]=2[N:7]=1.[CH3:23][NH2:24]. The catalyst is CO. The product is [Cl:1][C:2]1[N:3]=[C:4]([NH:24][CH3:23])[C:5]2[CH2:10][CH2:9][CH:8]([C:11]3[CH:16]=[CH:15][C:14]([O:17][C:18]([F:21])([F:20])[F:19])=[CH:13][CH:12]=3)[C:6]=2[N:7]=1. The yield is 1.12. (2) The reactants are [Cl:1][C:2]1[C:3]([O:12][C:13]2[CH:18]=[C:17]([O:19][CH2:20][CH2:21][O:22][CH3:23])[CH:16]=[CH:15][C:14]=2/[CH:24]=[C:25](\[CH3:29])/[C:26]([OH:28])=O)=[N:4][CH:5]=[C:6]([C:8]([F:11])([F:10])[F:9])[CH:7]=1.Cl.C(N=C=NCCCN(C)C)C.[CH3:42][O:43][CH2:44][CH2:45][CH2:46][NH:47][S:48]([NH2:51])(=[O:50])=[O:49].Cl. The catalyst is C(#N)C.CN(C)C1C=CN=CC=1.C(OCC)(=O)C. The product is [Cl:1][C:2]1[C:3]([O:12][C:13]2[CH:18]=[C:17]([O:19][CH2:20][CH2:21][O:22][CH3:23])[CH:16]=[CH:15][C:14]=2/[CH:24]=[C:25](\[CH3:29])/[C:26]([NH:51][S:48]([NH:47][CH2:46][CH2:45][CH2:44][O:43][CH3:42])(=[O:50])=[O:49])=[O:28])=[N:4][CH:5]=[C:6]([C:8]([F:11])([F:10])[F:9])[CH:7]=1. The yield is 0.280. (3) The reactants are [CH2:1]([O:4][C:5]1[N:6]=[C:7]2[CH:15]=[CH:14][CH:13]=[CH:12][N:8]2[C:9](=[O:11])[CH:10]=1)[CH2:2][CH3:3].[Br:16]N1C(=O)CCC1=O. The catalyst is C(Cl)(Cl)Cl.ClCCl. The product is [Br:16][C:10]1[C:9](=[O:11])[N:8]2[CH:12]=[CH:13][CH:14]=[CH:15][C:7]2=[N:6][C:5]=1[O:4][CH2:1][CH2:2][CH3:3]. The yield is 0.780. (4) The reactants are F[C:2]1[CH:24]=[CH:23][C:22]([C:25]([F:28])([F:27])[F:26])=[CH:21][C:3]=1[C:4]([N:6]1[CH2:11][CH2:10][N:9]([C:12]([O:14][C:15]([CH3:18])([CH3:17])[CH3:16])=[O:13])[CH2:8][CH:7]1[CH2:19][OH:20])=[O:5].[H-].[Na+]. The catalyst is CN(C)C=O. The product is [O:5]=[C:4]1[C:3]2[CH:21]=[C:22]([C:25]([F:27])([F:26])[F:28])[CH:23]=[CH:24][C:2]=2[O:20][CH2:19][CH:7]2[CH2:8][N:9]([C:12]([O:14][C:15]([CH3:18])([CH3:17])[CH3:16])=[O:13])[CH2:10][CH2:11][N:6]12. The yield is 0.737. (5) The reactants are [NH2:1][C:2]1[S:3][C:4]([C:11]2[CH:16]=[CH:15][CH:14]=[CH:13][CH:12]=2)=[CH:5][C:6]=1[C:7]([O:9]C)=[O:8].[OH-].[Na+].O. The catalyst is CO. The product is [NH2:1][C:2]1[S:3][C:4]([C:11]2[CH:12]=[CH:13][CH:14]=[CH:15][CH:16]=2)=[CH:5][C:6]=1[C:7]([OH:9])=[O:8]. The yield is 0.940. (6) The reactants are I[C:2]1[CH:3]=[N:4][N:5]([CH2:7][C:8]([F:11])([F:10])[F:9])[CH:6]=1.[Br:12][C:13]1[CH:18]=[CH:17][CH:16]=[C:15]([C:19]#[CH:20])[CH:14]=1. The catalyst is C(N(CC)CC)C.C(#N)C.[Cu](I)I. The product is [Br:12][C:13]1[CH:14]=[C:15]([C:19]#[C:20][C:2]2[CH:3]=[N:4][N:5]([CH2:7][C:8]([F:11])([F:10])[F:9])[CH:6]=2)[CH:16]=[CH:17][CH:18]=1. The yield is 0.990.